From a dataset of Full USPTO retrosynthesis dataset with 1.9M reactions from patents (1976-2016). Predict the reactants needed to synthesize the given product. (1) Given the product [N:11]1[CH:10]=[CH:9][N:8]=[C:7]2[N:12]=[C:3]([CH:1]=[O:15])[CH:4]=[CH:5][C:6]=12, predict the reactants needed to synthesize it. The reactants are: [CH:1]([C:3]1[CH:4]=[CH:5][C:6]2[C:7]([N:12]=1)=[N:8][CH:9]=[CH:10][N:11]=2)=C.O=O.[O:15]=[O+][O-]. (2) Given the product [CH2:1]([O:3][C:4](=[O:17])[C:5]([C:8]1[CH:9]=[C:10]([C:26]2[CH:33]=[CH:32][C:31]([C:34]([F:37])([F:36])[F:35])=[CH:30][C:27]=2[CH:28]=[O:29])[C:11]([O:14][CH3:15])=[CH:12][CH:13]=1)([CH3:7])[CH3:6])[CH3:2], predict the reactants needed to synthesize it. The reactants are: [CH2:1]([O:3][C:4](=[O:17])[C:5]([C:8]1[CH:13]=[CH:12][C:11]([O:14][CH3:15])=[C:10](Br)[CH:9]=1)([CH3:7])[CH3:6])[CH3:2].CC1(C)C(C)(C)OB([C:26]2[CH:33]=[CH:32][C:31]([C:34]([F:37])([F:36])[F:35])=[CH:30][C:27]=2[CH:28]=[O:29])O1. (3) Given the product [C:13]1([O:12][C:8]2[CH:9]=[N:10][C:11]3[C:6]([CH:7]=2)=[CH:5][CH:4]=[CH:3][C:2]=3[N:22]2[CH2:21][CH2:20][N:19]([C:25]([O:27][C:28]([CH3:31])([CH3:30])[CH3:29])=[O:26])[CH2:24][CH2:23]2)[CH:18]=[CH:17][CH:16]=[CH:15][CH:14]=1, predict the reactants needed to synthesize it. The reactants are: Cl[C:2]1[CH:3]=[CH:4][CH:5]=[C:6]2[C:11]=1[N:10]=[CH:9][C:8]([O:12][C:13]1[CH:18]=[CH:17][CH:16]=[CH:15][CH:14]=1)=[CH:7]2.[N:19]1([C:25]([O:27][C:28]([CH3:31])([CH3:30])[CH3:29])=[O:26])[CH2:24][CH2:23][NH:22][CH2:21][CH2:20]1.C1(P(C2CCCCC2)C2C=CC=CC=2C2C=CC=CC=2N(C)C)CCCCC1.CC(C)([O-])C.[Na+]. (4) The reactants are: [I:1][C:2]1[C:3]2[C:4](=[CH:8][NH:9][N:10]=2)[N:5]=[CH:6][CH:7]=1.Br[CH2:12][CH2:13][O:14][CH3:15].C(=O)([O-])[O-].[Cs+].[Cs+]. Given the product [I:1][C:2]1[C:3]2[C:4](=[CH:8][N:9]([CH2:12][CH2:13][O:14][CH3:15])[N:10]=2)[N:5]=[CH:6][CH:7]=1.[I:1][C:2]1[CH:7]=[CH:6][N:5]=[C:4]2[CH:8]=[N:9][N:10]([CH2:12][CH2:13][O:14][CH3:15])[C:3]=12, predict the reactants needed to synthesize it. (5) Given the product [CH3:26][O:25][C:22]1[CH:21]=[CH:20][C:19]([C:8]2[O:7][C:6]([CH2:5][OH:4])=[N:10][C:9]=2[C:11]2[CH:12]=[N:13][C:14]([O:17][CH3:18])=[CH:15][CH:16]=2)=[CH:24][CH:23]=1, predict the reactants needed to synthesize it. The reactants are: C([O:4][CH2:5][C:6]1[O:7][C:8]([C:19]2[CH:24]=[CH:23][C:22]([O:25][CH3:26])=[CH:21][CH:20]=2)=[C:9]([C:11]2[CH:12]=[N:13][C:14]([O:17][CH3:18])=[CH:15][CH:16]=2)[N:10]=1)(=O)C.C(=O)([O-])[O-].[K+].[K+]. (6) Given the product [OH:29][NH:28][C:20]([C:17]1[CH:18]=[CH:19][C:14]([C:11]2[CH:12]=[CH:13][C:8]([CH2:1][CH2:2][CH2:3][CH2:4][CH2:5][CH2:6][CH3:7])=[CH:9][CH:10]=2)=[CH:15][CH:16]=1)=[O:22], predict the reactants needed to synthesize it. The reactants are: [CH2:1]([C:8]1[CH:13]=[CH:12][C:11]([C:14]2[CH:19]=[CH:18][C:17]([C:20]([OH:22])=O)=[CH:16][CH:15]=2)=[CH:10][CH:9]=1)[CH2:2][CH2:3][CH2:4][CH2:5][CH2:6][CH3:7].S(Cl)(Cl)=O.Cl.[NH2:28][OH:29]. (7) Given the product [Br:1][C:2]1[CH:14]=[CH:13][C:12]([C:15](=[O:17])[NH2:16])=[C:11]2[C:3]=1[C:4]1[CH:5]=[CH:6][C:7]([C:18]([OH:20])=[O:19])=[CH:8][C:9]=1[NH:10]2, predict the reactants needed to synthesize it. The reactants are: [Br:1][C:2]1[CH:14]=[CH:13][C:12]([C:15](=[O:17])[NH2:16])=[C:11]2[C:3]=1[C:4]1[CH:5]=[CH:6][C:7]([C:18]([O:20]CC)=[O:19])=[CH:8][C:9]=1[NH:10]2.O.[OH-].[Li+]. (8) Given the product [C:12]([C@@:6]([CH2:7][C:8](=[O:10])[O-:9])([CH2:5][N+:2]([CH3:3])([CH3:4])[CH3:1])[OH:11])(=[O:15])[CH2:13][CH3:14].[C:12]([O-:16])(=[O:15])[CH2:13][CH3:14].[K+:22], predict the reactants needed to synthesize it. The reactants are: [CH3:1][N+:2]([CH2:5][C@H:6]([OH:11])[CH2:7][C:8]([O-:10])=[O:9])([CH3:4])[CH3:3].[C:12]([O:16]C(=O)CC)(=[O:15])[CH2:13][CH3:14].[OH-].[K+:22]. (9) Given the product [NH2:7][C@H:8]([C:9]([N:11]1[CH2:16][CH2:15][O:14][CH2:13][C@@H:12]1[CH3:17])=[O:10])[CH2:18][NH:19][C:20]([C:22]1[S:23][C:24]([Cl:27])=[CH:25][CH:26]=1)=[O:21], predict the reactants needed to synthesize it. The reactants are: C(OC(=O)[NH:7][C@@H:8]([CH2:18][NH:19][C:20]([C:22]1[S:23][C:24]([Cl:27])=[CH:25][CH:26]=1)=[O:21])[C:9]([N:11]1[CH2:16][CH2:15][O:14][CH2:13][C@@H:12]1[CH3:17])=[O:10])(C)(C)C.B(Br)(Br)Br.C([O-])(O)=O.[Na+].O. (10) Given the product [C:15]([O:14][C:12]([NH:11][C:8]([CH3:10])([CH3:9])[CH2:7]/[C:6](/[CH3:19])=[CH:5]/[C:4]([OH:20])=[O:3])=[O:13])([CH3:18])([CH3:16])[CH3:17], predict the reactants needed to synthesize it. The reactants are: C([O:3][C:4](=[O:20])/[CH:5]=[C:6](\[CH3:19])/[CH2:7][C:8]([NH:11][C:12]([O:14][C:15]([CH3:18])([CH3:17])[CH3:16])=[O:13])([CH3:10])[CH3:9])C.[OH-].[Li+].COC(C)(C)C.